This data is from Catalyst prediction with 721,799 reactions and 888 catalyst types from USPTO. The task is: Predict which catalyst facilitates the given reaction. (1) Reactant: [C:1]([O:7][CH2:8][CH3:9])(=[O:6])[CH2:2][C:3]([CH3:5])=[O:4].[H-].[Na+].Br[CH2:13][C:14](=[O:19])[C:15]([F:18])([F:17])[F:16]. Product: [C:3]([CH:2]([CH2:13][C:14](=[O:19])[C:15]([F:18])([F:17])[F:16])[C:1]([O:7][CH2:8][CH3:9])=[O:6])(=[O:4])[CH3:5]. The catalyst class is: 220. (2) Reactant: [C:1]([O:5][C:6]([N:8]1[CH2:13][CH2:12][CH:11]([NH2:14])[CH2:10][CH2:9]1)=[O:7])([CH3:4])([CH3:3])[CH3:2].Cl[C:16]1[N:21]=[C:20]([CH3:22])[C:19]([N+:23]([O-:25])=[O:24])=[CH:18][CH:17]=1.C(N(CC)CC)C.[Cl-].[NH4+]. Product: [C:1]([O:5][C:6]([N:8]1[CH2:13][CH2:12][CH:11]([NH:14][C:16]2[CH:17]=[CH:18][C:19]([N+:23]([O-:25])=[O:24])=[C:20]([CH3:22])[N:21]=2)[CH2:10][CH2:9]1)=[O:7])([CH3:4])([CH3:2])[CH3:3]. The catalyst class is: 9. (3) Reactant: [F:1][C:2]1[CH:3]=[CH:4][CH:5]=[C:6]2[C:11]=1[N:10]=[C:9]([C:12]1[CH:17]=[CH:16][CH:15]=[CH:14][CH:13]=1)[C:8]([CH2:18][CH:19]1[CH2:24][CH2:23][CH2:22][N:21](C(OC(C)(C)C)=O)[CH2:20]1)=[C:7]2[C:32]([NH:34][C@H:35]([C:38]1[CH:43]=[CH:42][CH:41]=[CH:40][CH:39]=1)[CH2:36][CH3:37])=[O:33]. Product: [F:1][C:2]1[CH:3]=[CH:4][CH:5]=[C:6]2[C:11]=1[N:10]=[C:9]([C:12]1[CH:13]=[CH:14][CH:15]=[CH:16][CH:17]=1)[C:8]([CH2:18][CH:19]1[CH2:24][CH2:23][CH2:22][NH:21][CH2:20]1)=[C:7]2[C:32]([NH:34][C@H:35]([C:38]1[CH:39]=[CH:40][CH:41]=[CH:42][CH:43]=1)[CH2:36][CH3:37])=[O:33]. The catalyst class is: 67. (4) Reactant: [NH2:1][C:2]1[C:7]([F:8])=[C:6]([CH:9]2[CH2:12][CH2:11][CH2:10]2)[N:5]=[C:4]([CH:13]=[O:14])[C:3]=1[Cl:15].CC(=CC)C.P([O-])([O-])(O)=[O:22].[Na+].[Na+].Cl([O-])=O.[Na+]. Product: [NH2:1][C:2]1[C:7]([F:8])=[C:6]([CH:9]2[CH2:10][CH2:11][CH2:12]2)[N:5]=[C:4]([C:13]([OH:22])=[O:14])[C:3]=1[Cl:15]. The catalyst class is: 878. (5) Reactant: Cl[C:2]1[CH:7]=[CH:6][CH:5]=[CH:4][C:3]=1[C:8]1[N:9]=[N:10][N:11]([CH:13]2[CH2:18][CH2:17][CH2:16][CH2:15][O:14]2)[N:12]=1.ClC1C=CC=CC=1C1N(C2CCCCO2)N=NN=1.[CH3:37][O:38][CH:39]([O:48][CH3:49])[C:40]1[CH:45]=[CH:44][C:43]([Mg]Br)=[CH:42][CH:41]=1.Cl.ClC1C=CC=CC=1C1NN=NN=1.N1C(C2C=CC=CC=2C2C=CC(C=O)=CC=2)=NN=N1.CO. Product: [CH3:49][O:48][CH:39]([O:38][CH3:37])[C:40]1[CH:41]=[CH:42][C:43]([C:2]2[CH:7]=[CH:6][CH:5]=[CH:4][C:3]=2[C:8]2[N:9]=[N:10][N:11]([CH:13]3[CH2:18][CH2:17][CH2:16][CH2:15][O:14]3)[N:12]=2)=[CH:44][CH:45]=1. The catalyst class is: 7. (6) Reactant: [CH:1]1[C:10]2[C:5](=[CH:6][CH:7]=[CH:8][CH:9]=2)[CH:4]=[CH:3][C:2]=1[CH2:11][N:12]1[C:19]2[N:15]([N:16]=[CH:17][C:18]=2C=CC(O)=O)[CH:14]=[CH:13]1.CNCC(O)C1C=C[C:32]([OH:35])=C(OC)C=1.[OH-].[Na+]. The catalyst class is: 92. Product: [CH:1]1[C:10]2[C:5](=[CH:6][CH:7]=[CH:8][CH:9]=2)[CH:4]=[CH:3][C:2]=1[CH2:11][N:12]1[C:19]2[N:15]([N:16]=[CH:17][C:18]=2[CH2:32][OH:35])[CH:14]=[CH:13]1. (7) Reactant: [CH3:1][CH:2]([CH3:21])[CH2:3][C:4]([C:6]1[CH:7]=[N:8][C:9]([N:12]2[CH:16]=[C:15]([C:17]([F:20])([F:19])[F:18])[CH:14]=[N:13]2)=[CH:10][CH:11]=1)=[O:5].[BH4-].[Na+].O. Product: [CH3:1][CH:2]([CH3:21])[CH2:3][CH:4]([C:6]1[CH:7]=[N:8][C:9]([N:12]2[CH:16]=[C:15]([C:17]([F:19])([F:18])[F:20])[CH:14]=[N:13]2)=[CH:10][CH:11]=1)[OH:5]. The catalyst class is: 5.